This data is from hERG Central: cardiac toxicity at 1µM, 10µM, and general inhibition. The task is: Predict hERG channel inhibition at various concentrations. (1) The molecule is Cc1cccn2c(=O)c3cc(C(=O)NC(C)c4ccccc4)c(=N)n(CCCn4ccnc4)c3nc12. Results: hERG_inhib (hERG inhibition (general)): blocker. (2) The drug is CCOC(=O)c1ncn2c1[C@@H]1CCNC1C(=O)c1cc(OC)ccc1-2. Results: hERG_inhib (hERG inhibition (general)): blocker. (3) The molecule is O=[N+]([O-])c1ccc(OC/C=C2\Oc3ccc([N+](=O)[O-])cc3C2N2CCOCC2)cc1. Results: hERG_inhib (hERG inhibition (general)): blocker. (4) The molecule is Cc1cc(C)c2cc(CN(CCN3CCCC3)C(=O)Nc3ccc(F)cc3)c(=O)[nH]c2c1. Results: hERG_inhib (hERG inhibition (general)): blocker. (5) The drug is COc1ccccc1N1CCN(Cc2nc(N)nc(Nc3ccc(C)cc3)n2)CC1. Results: hERG_inhib (hERG inhibition (general)): blocker. (6) The molecule is CCN1CCN(CCCN(Cc2ccco2)C(=S)Nc2ccc(C)c(Cl)c2)CC1. Results: hERG_inhib (hERG inhibition (general)): blocker. (7) The drug is O=C(CCN1CCN(c2ccccc2)CC1)N/N=C/c1ccc([N+](=O)[O-])o1. Results: hERG_inhib (hERG inhibition (general)): blocker. (8) Results: hERG_inhib (hERG inhibition (general)): blocker. The molecule is Cc1ccc2c(c1)C1CN(C)CCC1N2C(=S)NC(=O)c1ccc(Br)cc1. (9) The molecule is C(=N/Nc1nc(-c2ccccc2)cs1)\c1ccncc1. Results: hERG_inhib (hERG inhibition (general)): blocker. (10) The drug is C[n+]1c(-c2ccccc2)cc(-c2ccc(O)cc2)cc1-c1ccccc1.[O-][Cl+3]([O-])([O-])[O-]. Results: hERG_inhib (hERG inhibition (general)): blocker.